This data is from TAP: 5 developability metrics (CDR length, charge patches, hydrophobicity). The task is: Multi-output Regression. Predict 5 antibody developability metrics. The antibody is ["['EVKLEESGGGLVQPGGSMKLSCVASGFIFSNHWMNWVRQSPEKGLEWVAEIRSKSINSATHYAESVKGRFTISRDDSKSAVYLQMTDLRTEDTGVYYCSRNYYGSTYDYWGQGTTLTVSS'\\n 'DILLTQSPAILSVSPGERVSFSCRASQFVGSSIHWYQQRTNGSPRLLIKYASESMSGIPSRFSGSGSGTDFTLSINTVESEDIADYYCQQSHSWPFTFGSGTNLEVK']"]. Developability metrics: CDR_Length=47.0, PSH=116, PPC=0.137, PNC=0, SFvCSP=-0.180.